This data is from Reaction yield outcomes from USPTO patents with 853,638 reactions. The task is: Predict the reaction yield, written as a fraction of the theoretical maximum amount of product (1.0 means a 100% yield; for example, 0.34 means a 34% yield). (1) The reactants are [CH2:1]([C:3]1[CH:4]=[C:5]([CH2:9][C@@H:10]([B:34]2[O:42]C(C)(C)C(C)(C)[O:35]2)[NH:11][C:12](=[O:33])[CH:13]([CH2:21][N:22]2[CH:26]=[C:25]([C:27]3[CH:32]=[CH:31][CH:30]=[CH:29][CH:28]=3)[N:24]=[N:23]2)[CH2:14][N:15]2[CH:19]=[CH:18][S:17][C:16]2=[O:20])[CH:6]=[CH:7][CH:8]=1)[CH3:2].CC(C)CB(O)O.Cl. The catalyst is CO.CCCCC. The product is [CH2:1]([C:3]1[CH:4]=[C:5]([CH2:9][C@@H:10]([B:34]([OH:35])[OH:42])[NH:11][C:12](=[O:33])[CH:13]([CH2:21][N:22]2[CH:26]=[C:25]([C:27]3[CH:32]=[CH:31][CH:30]=[CH:29][CH:28]=3)[N:24]=[N:23]2)[CH2:14][N:15]2[CH:19]=[CH:18][S:17][C:16]2=[O:20])[CH:6]=[CH:7][CH:8]=1)[CH3:2]. The yield is 0.260. (2) The reactants are Cl[C:2]1[C:3]2[CH:17]=[CH:16][CH:15]=[N:14][C:4]=2[N:5]=[C:6]([C:8]2[CH:13]=[CH:12][CH:11]=[CH:10][CH:9]=2)[N:7]=1.[NH2:18][C:19]1[CH:23]=[C:22]([CH3:24])[NH:21][N:20]=1. The yield is 0.500. The product is [CH3:24][C:22]1[CH:23]=[C:19]([NH:18][C:2]2[C:3]3[CH:17]=[CH:16][CH:15]=[N:14][C:4]=3[N:5]=[C:6]([C:8]3[CH:13]=[CH:12][CH:11]=[CH:10][CH:9]=3)[N:7]=2)[NH:20][N:21]=1. The catalyst is C1COCC1. (3) The reactants are C([O:3][C:4](=[O:21])[CH:5]([C:7]1[CH:12]=[CH:11][C:10]([N:13]2[CH2:17][CH2:16][CH2:15][S:14]2(=[O:19])=[O:18])=[C:9]([F:20])[CH:8]=1)[CH3:6])C.[Li+].[OH-].Cl. The catalyst is C1COCC1.O. The product is [O:19]=[S:14]1(=[O:18])[CH2:15][CH2:16][CH2:17][N:13]1[C:10]1[CH:11]=[CH:12][C:7]([CH:5]([CH3:6])[C:4]([OH:21])=[O:3])=[CH:8][C:9]=1[F:20]. The yield is 0.860. (4) The reactants are [C:1]([C:4]1[S:5][C:6]2[CH:7]([CH2:24][C:25]([OH:27])=O)[CH2:8][O:9][C:10]3[CH:17]=[CH:16][C:15]([C:18]#[C:19][C:20]([OH:23])([CH3:22])[CH3:21])=[CH:14][C:11]=3[C:12]=2[N:13]=1)(=[O:3])[NH2:2].Cl.[CH3:29][NH:30][CH3:31].C1C=CC2N(O)N=NC=2C=1.CCN=C=NCCCN(C)C.CCN(C(C)C)C(C)C. The catalyst is C(Cl)Cl. The product is [CH3:29][N:30]([CH3:31])[C:25]([CH2:24][CH:7]1[C:6]2[S:5][C:4]([C:1]([NH2:2])=[O:3])=[N:13][C:12]=2[C:11]2[CH:14]=[C:15]([C:18]#[C:19][C:20]([OH:23])([CH3:21])[CH3:22])[CH:16]=[CH:17][C:10]=2[O:9][CH2:8]1)=[O:27]. The yield is 0.460. (5) The product is [C:1]([O:5][C:6](=[O:25])[NH:7][C@H:8]([CH:22]([CH3:24])[CH3:23])[C:9]([N:11]([CH2:15][C:16]1[CH:21]=[CH:20][CH:19]=[CH:18][CH:17]=1)[CH2:12][CH2:13][Cl:37])=[O:10])([CH3:4])([CH3:3])[CH3:2]. The yield is 1.00. The reactants are [C:1]([O:5][C:6](=[O:25])[NH:7][C@H:8]([CH:22]([CH3:24])[CH3:23])[C:9]([N:11]([CH2:15][C:16]1[CH:21]=[CH:20][CH:19]=[CH:18][CH:17]=1)[CH2:12][CH2:13]O)=[O:10])([CH3:4])([CH3:3])[CH3:2].CCN(CC)CC.CS([Cl:37])(=O)=O. The catalyst is C(Cl)Cl. (6) The reactants are Br.[NH2:2][C:3]1[C:4]([OH:17])=[C:5]([C:9]2[O:13][C:12]([C:14]([OH:16])=[O:15])=[CH:11][CH:10]=2)[CH:6]=[CH:7][CH:8]=1.[N:18]([O-])=O.[Na+].[CH3:22][C:23]1([CH3:39])[C:31]2[C:26](=[CH:27][CH:28]=[C:29]([N:32]3[C:36](=[O:37])[CH2:35][C:34]([CH3:38])=[N:33]3)[CH:30]=2)[CH2:25][CH2:24]1.C(=O)(O)[O-].[Na+]. The catalyst is Cl.C(O)C. The product is [CH3:22][C:23]1([CH3:39])[C:31]2[C:26](=[CH:27][CH:28]=[C:29]([N:32]3[C:36](=[O:37])[C:35](=[N:18][NH:2][C:3]4[C:4]([OH:17])=[C:5]([C:9]5[O:13][C:12]([C:14]([OH:16])=[O:15])=[CH:11][CH:10]=5)[CH:6]=[CH:7][CH:8]=4)[C:34]([CH3:38])=[N:33]3)[CH:30]=2)[CH2:25][CH2:24]1. The yield is 0.403. (7) The reactants are [F:1][C:2]1[C:7]([F:8])=[CH:6][CH:5]=[CH:4][C:3]=1B(O)O.C(=O)([O-])[O-].[Na+].[Na+].FC(F)(F)S(O[C:24]1=[CH:25][C:26]2[C:27]([CH:32]([O:35][Si:36]([CH:43]([CH3:45])[CH3:44])([CH:40]([CH3:42])[CH3:41])[CH:37]([CH3:39])[CH3:38])[CH2:33][CH2:34]1)=[N:28][CH:29]=[CH:30][CH:31]=2)(=O)=O. The catalyst is C1(C)C=CC=CC=1.CO.C(OCC)(=O)C.C1C=CC([P]([Pd]([P](C2C=CC=CC=2)(C2C=CC=CC=2)C2C=CC=CC=2)([P](C2C=CC=CC=2)(C2C=CC=CC=2)C2C=CC=CC=2)[P](C2C=CC=CC=2)(C2C=CC=CC=2)C2C=CC=CC=2)(C2C=CC=CC=2)C2C=CC=CC=2)=CC=1. The product is [F:1][C:2]1[C:7]([F:8])=[CH:6][CH:5]=[CH:4][C:3]=1[C:24]1=[CH:25][C:26]2[C:27]([CH:32]([O:35][Si:36]([CH:40]([CH3:42])[CH3:41])([CH:43]([CH3:45])[CH3:44])[CH:37]([CH3:38])[CH3:39])[CH2:33][CH2:34]1)=[N:28][CH:29]=[CH:30][CH:31]=2. The yield is 0.540. (8) The reactants are [CH3:1][O:2][C:3]1[CH:22]=[CH:21][C:6]([CH2:7][N:8]2[N:12]=[N:11][C:10]([C:13]3[CH:14]=[C:15]([CH2:19]O)[CH:16]=[CH:17][CH:18]=3)=[N:9]2)=[CH:5][CH:4]=1.P(Br)(Br)[Br:24]. The catalyst is ClCCl. The product is [Br:24][CH2:19][C:15]1[CH:14]=[C:13]([C:10]2[N:11]=[N:12][N:8]([CH2:7][C:6]3[CH:21]=[CH:22][C:3]([O:2][CH3:1])=[CH:4][CH:5]=3)[N:9]=2)[CH:18]=[CH:17][CH:16]=1. The yield is 0.920.